Dataset: Experimentally validated miRNA-target interactions with 360,000+ pairs, plus equal number of negative samples. Task: Binary Classification. Given a miRNA mature sequence and a target amino acid sequence, predict their likelihood of interaction. (1) The miRNA is hsa-miR-1193 with sequence GGGAUGGUAGACCGGUGACGUGC. The protein sequence of the target gene is MLEGDLVSKMLRAVLQSHKNGVALPRLQGEYRSLTGDWIPFKQLGFPTLEAYLRSVPAVVRIETSRSGEITCYAMACTETARIAQLVARQRSSKRKTGRQVNCQMRVKKTMPFFLEGKPKATLRQPGFASNFSVGKKPNPAPLRDKGNSVGVKPDAEMSPYMLHTTLGNEAFKDIPVQRHVTMSTNNRFSPKASLQPPLQMHLSRTSTKEMSDNLNQTVEKPNVKPPASYTYKMDEVQNRIKEILNKHNNGIWISKLPHFYKELYKEDLNQGILQQFEHWPHICTVEKPCSGGQDLLLYP.... Result: 0 (no interaction). (2) The miRNA is bta-miR-155 with sequence UUAAUGCUAAUCGUGAUAGGGGU. The protein sequence of the target gene is MWSLWSLLLFEALLPVVVVSVQVLSKVGDSELLVAECPPGFQVREAIWRSLWPSEELLATFFRGSLETLYHSRFLGRVQLYDNLSLELGPLKPGDSGNFSVLMVDTGGQTWTQTLYLKVYDAVPKPEVQVFTAAAEETQPLNTCQVFLSCWAPNISDITYSWRWEGTVDFNGEVRSHFSNGQVLSVSLGLGDKDVAFTCIASNPVSWDMTTVTPWESCHHEAASGKASYKDVLLVVVPITLFLILAGLFGAWHHGLCSGKKKDACTDGVLPETENALV. Result: 0 (no interaction). (3) The miRNA is hsa-miR-6758-3p with sequence ACUCAUUCUCCUCUGUCCAG. The protein sequence of the target gene is MASESDTEEFYDAPEDVHLGTGYPVGSPGKVGLLSFKEAENTANQAGNESPVQELRQDVSKKIIESIIEESQKVLQLEDDSLDSKGKGLSDEATAGPSVAGTEFSNIPGLLAIEHELQQDSEKAESQNVAEESELETQKCFPSDETCEKSEKTVDETDNLTEVSSGEQLDASGLEAETLNKEALEVKEGDVLDPASLDTLSTTDFAAVEEVAPAKPPRHLTPEPDIVASTKKPVPARPPPPTNFPPPRPPPPSRPAPPPRKKKSELEFEALKTPDLDVPKENITSDSLLTTNMASENTVR.... Result: 0 (no interaction). (4) The miRNA is mmu-miR-340-5p with sequence UUAUAAAGCAAUGAGACUGAUU. The protein sequence of the target gene is MSEYIRVTEDENDEPIEIPSEDDGTVLLSTVTAQFPGACGLRYRNPVSQCMRGVRLVEGILHAPDAGWGNLVYVVNYPKDNKRKMDETDASSAVKVKRAVQKTSDLIVLGLPWKTTEQDLKDYFSTFGEVLMVQVKKDLKTGHSKGFGFVRFTEYETQVKVMSQRHMIDGRWCDCKLPNSKQSPDEPLRSRKVFVGRCTEDMTAEELQQFFCQYGEVVDVFIPKPFRAFAFVTFADDKVAQSLCGEDLIIKGISVHISNAEPKHNSNRQLERSGRFGGNPGGFGNQGGFGNSRGGGAGLG.... Result: 1 (interaction).